From a dataset of Forward reaction prediction with 1.9M reactions from USPTO patents (1976-2016). Predict the product of the given reaction. (1) Given the reactants Cl.[C:2]([C:4]1[CH:5]=[C:6]([CH2:11][CH2:12][C:13]2([NH:19][C:20](=[O:29])[O:21][CH2:22][C:23]3[CH:28]=[CH:27][CH:26]=[CH:25][CH:24]=3)[CH2:18][CH2:17][NH:16][CH2:15][CH2:14]2)[CH:7]=[CH:8][C:9]=1[F:10])#[N:3].[N:30]1([C:35]2[CH:40]=[CH:39][C:38]([CH2:41][C:42](O)=[O:43])=[CH:37][CH:36]=2)[CH:34]=[N:33][N:32]=[N:31]1.CCN(C(C)C)C(C)C.N1C=CC=CC=1, predict the reaction product. The product is: [C:2]([C:4]1[CH:5]=[C:6]([CH2:11][CH2:12][C:13]2([NH:19][C:20](=[O:29])[O:21][CH2:22][C:23]3[CH:28]=[CH:27][CH:26]=[CH:25][CH:24]=3)[CH2:18][CH2:17][N:16]([C:42](=[O:43])[CH2:41][C:38]3[CH:37]=[CH:36][C:35]([N:30]4[CH:34]=[N:33][N:32]=[N:31]4)=[CH:40][CH:39]=3)[CH2:15][CH2:14]2)[CH:7]=[CH:8][C:9]=1[F:10])#[N:3]. (2) Given the reactants Br[C:2]1[CH:3]=[C:4]([N+:9]([O-:11])=[O:10])[CH:5]=[CH:6][C:7]=1[Cl:8].[CH3:12][C:13]1[CH:18]=[CH:17][N:16]=[CH:15][C:14]=1B(O)O, predict the reaction product. The product is: [Cl:8][C:7]1[CH:6]=[CH:5][C:4]([N+:9]([O-:11])=[O:10])=[CH:3][C:2]=1[C:14]1[CH:15]=[N:16][CH:17]=[CH:18][C:13]=1[CH3:12].